From a dataset of Full USPTO retrosynthesis dataset with 1.9M reactions from patents (1976-2016). Predict the reactants needed to synthesize the given product. Given the product [Br:14][C:5]1[CH:4]=[C:3]([N:9]2[CH:13]=[CH:12][CH:11]=[N:10]2)[C:2]([F:1])=[CH:7][C:6]=1[NH2:8], predict the reactants needed to synthesize it. The reactants are: [F:1][C:2]1[C:3]([N:9]2[CH:13]=[CH:12][CH:11]=[N:10]2)=[CH:4][CH:5]=[C:6]([NH2:8])[CH:7]=1.[Br-:14].[Br-].[Br-].[NH+]1C=CC=CC=1.[NH+]1C=CC=CC=1.[NH+]1C=CC=CC=1.